This data is from Forward reaction prediction with 1.9M reactions from USPTO patents (1976-2016). The task is: Predict the product of the given reaction. (1) Given the reactants C([O-])([O-])=O.[Na+].[Na+].[CH3:7][C:8]1[O:9][C:10]([CH3:20])=[C:11]([C:13](=O)[CH2:14][CH2:15][CH:16]([CH3:18])[CH3:17])[N:12]=1.[NH2:21][OH:22].Cl, predict the reaction product. The product is: [CH3:7][C:8]1[O:9][C:10]([CH3:20])=[C:11]([C:13](=[N:21][OH:22])[CH2:14][CH2:15][CH:16]([CH3:18])[CH3:17])[N:12]=1. (2) The product is: [Cl:5][C:6]1[N:11]=[C:10]([Cl:12])[C:9]([F:13])=[C:8]([CH2:3][CH3:4])[N:7]=1. Given the reactants [Mg].Br[CH2:3][CH3:4].[Cl:5][C:6]1[N:11]=[C:10]([Cl:12])[C:9]([F:13])=[CH:8][N:7]=1.II, predict the reaction product. (3) Given the reactants [CH3:1][N:2]1[C:6]([C:7]2([OH:14])[CH2:13][CH2:12][CH:11]=[CH:10][CH2:9]C2)=[C:5]([N+:15]([O-:17])=[O:16])[CH:4]=[N:3]1.CN1C=C([N+]([O-])=O)C=N1.[CH2:27]1[O:37]C2(CCC(=O)CC2)[O:29][CH2:28]1, predict the reaction product. The product is: [CH3:1][N:2]1[C:6]([C:7]2([OH:14])[CH2:13][CH2:12][C:11]3([O:37][CH2:27][CH2:28][O:29]3)[CH2:10][CH2:9]2)=[C:5]([N+:15]([O-:17])=[O:16])[CH:4]=[N:3]1. (4) The product is: [CH3:1][N:2]([CH3:20])[C:3]([C@H:5]1[CH2:9][CH2:8][CH2:7][NH:6]1)=[O:4]. Given the reactants [CH3:1][N:2]([CH3:20])[C:3]([C@H:5]1[CH2:9][CH2:8][CH2:7][N:6]1C(OCC1C=CC=CC=1)=O)=[O:4].[H][H], predict the reaction product. (5) Given the reactants Br[C:2]1[CH:7]=[CH:6][C:5](/[CH:8]=[CH:9]/[C:10]2[NH:11][CH:12]=[C:13]([C:15]3[CH:20]=[CH:19][C:18]([Cl:21])=[CH:17][C:16]=3[Cl:22])[N:14]=2)=[CH:4][CH:3]=1.[CH3:23][O:24][C:25]1[CH:30]=[CH:29][C:28](B(O)O)=[CH:27][CH:26]=1, predict the reaction product. The product is: [Cl:22][C:16]1[CH:17]=[C:18]([Cl:21])[CH:19]=[CH:20][C:15]=1[C:13]1[N:14]=[C:10](/[CH:9]=[CH:8]/[C:5]2[CH:6]=[CH:7][C:2]([C:28]3[CH:29]=[CH:30][C:25]([O:24][CH3:23])=[CH:26][CH:27]=3)=[CH:3][CH:4]=2)[NH:11][CH:12]=1. (6) Given the reactants C1(C2[N:8]=[C:9]3[CH:22]=[CH:21][N:20]=[CH:19][C:10]3=[N:11]C=2C2C=CC=CC=2)C=CC=CC=1.[C:23]1([CH3:40])[CH:28]=[CH:27][C:26]([C:29](=O)[C:30]([C:32]2[CH:37]=[CH:36][C:35]([CH3:38])=[CH:34][CH:33]=2)=O)=[CH:25][CH:24]=1, predict the reaction product. The product is: [C:23]1([CH3:40])[CH:28]=[CH:27][C:26]([C:29]2[N:8]=[C:9]3[CH:22]=[CH:21][N:20]=[CH:19][C:10]3=[N:11][C:30]=2[C:32]2[CH:37]=[CH:36][C:35]([CH3:38])=[CH:34][CH:33]=2)=[CH:25][CH:24]=1. (7) Given the reactants C(O[C:5]1[CH:10]=[C:9]([C:11](=[O:13])[CH3:12])[C:8]([OH:14])=[C:7](C)[C:6]=1C)(=O)C.[C:17]1(=O)CCC1.N1CCCC1, predict the reaction product. The product is: [CH:5]1[CH:6]=[CH:7][C:8]2[O:14][CH2:17][CH2:12][C:11](=[O:13])[C:9]=2[CH:10]=1. (8) The product is: [CH3:1][O:2][C:3](=[O:20])[C:4]1[CH:9]=[C:8]([N+:10]([O-:12])=[O:11])[C:7]([O:13][S:30]([C:29]([F:42])([F:41])[F:28])(=[O:32])=[O:31])=[C:6]([CH:14]2[CH2:15][CH2:16][CH2:17][CH2:18][CH2:19]2)[CH:5]=1. Given the reactants [CH3:1][O:2][C:3](=[O:20])[C:4]1[CH:9]=[C:8]([N+:10]([O-:12])=[O:11])[C:7]([OH:13])=[C:6]([CH:14]2[CH2:19][CH2:18][CH2:17][CH2:16][CH2:15]2)[CH:5]=1.C(N(CC)CC)C.[F:28][C:29]([F:42])([F:41])[S:30](O[S:30]([C:29]([F:42])([F:41])[F:28])(=[O:32])=[O:31])(=[O:32])=[O:31], predict the reaction product.